This data is from Cav3 T-type calcium channel HTS with 100,875 compounds. The task is: Binary Classification. Given a drug SMILES string, predict its activity (active/inactive) in a high-throughput screening assay against a specified biological target. (1) The compound is O(C(=O)CNC(=O)c1ccc(cc1)C)CC. The result is 0 (inactive). (2) The compound is o1c(C(=O)Nc2cc3c4c([nH]c3cc2)CCCC4)ccc1. The result is 0 (inactive).